This data is from Peptide-MHC class I binding affinity with 185,985 pairs from IEDB/IMGT. The task is: Regression. Given a peptide amino acid sequence and an MHC pseudo amino acid sequence, predict their binding affinity value. This is MHC class I binding data. The peptide sequence is WFQRIPLQW. The MHC is HLA-A80:01 with pseudo-sequence HLA-A80:01. The binding affinity (normalized) is 0.0847.